This data is from Forward reaction prediction with 1.9M reactions from USPTO patents (1976-2016). The task is: Predict the product of the given reaction. (1) The product is: [ClH:4].[CH3:5][C:6]1[C:7]([N:24]2[CH2:29][CH2:28][O:27][CH2:26][CH2:25]2)=[C:8]([CH2:15][NH2:16])[CH:9]=[C:10]([N+:12]([O-:14])=[O:13])[CH:11]=1. Given the reactants C([Cl:4])(=O)C.[CH3:5][C:6]1[C:7]([N:24]2[CH2:29][CH2:28][O:27][CH2:26][CH2:25]2)=[C:8]([CH2:15][NH:16]C(=O)OC(C)(C)C)[CH:9]=[C:10]([N+:12]([O-:14])=[O:13])[CH:11]=1, predict the reaction product. (2) Given the reactants [OH:1][C:2]1[CH:7]=[CH:6][C:5]([C:8]([C:10]2[CH:15]=[CH:14][C:13]([S:16]([CH3:19])(=[O:18])=[O:17])=[CH:12][CH:11]=2)=O)=[CH:4][CH:3]=1.[CH3:20][C:21]1([CH3:30])[CH2:26][C:25]([CH3:28])([CH3:27])[CH2:24][C:23](=O)[CH2:22]1.C([O-])([O-])=O.[K+].[K+], predict the reaction product. The product is: [CH3:19][S:16]([C:13]1[CH:14]=[CH:15][C:10]([C:8](=[C:23]2[CH2:24][C:25]([CH3:28])([CH3:27])[CH2:26][C:21]([CH3:30])([CH3:20])[CH2:22]2)[C:5]2[CH:6]=[CH:7][C:2]([OH:1])=[CH:3][CH:4]=2)=[CH:11][CH:12]=1)(=[O:18])=[O:17]. (3) The product is: [NH2:1][C:2]1[C:11]2[CH:10]=[CH:9][CH:8]=[C:7]([C:28]3[C:23]([O:22][CH3:21])=[N:24][CH:25]=[CH:26][CH:27]=3)[C:6]=2[N:5]=[C:4]2[CH2:13][N:14]([CH:17]3[CH2:20][CH2:19][CH2:18]3)[C:15](=[O:16])[C:3]=12. Given the reactants [NH2:1][C:2]1[C:11]2[CH:10]=[CH:9][CH:8]=[C:7](Br)[C:6]=2[N:5]=[C:4]2[CH2:13][N:14]([CH:17]3[CH2:20][CH2:19][CH2:18]3)[C:15](=[O:16])[C:3]=12.[CH3:21][O:22][C:23]1[C:28](B(O)O)=[CH:27][CH:26]=[CH:25][N:24]=1, predict the reaction product. (4) Given the reactants C(O[BH-](OC(=O)C)OC(=O)C)(=O)C.[Na+].[CH2:15]([O:17][C:18]([CH:20]1[CH2:25][CH2:24][N:23]([C:26](=[O:49])[C:27]2[CH:32]=[CH:31][CH:30]=[C:29]([C@@H:33]([N:41]3[CH2:46][C@@H:45]([CH3:47])[NH:44][CH2:43][C@@H:42]3[CH3:48])[C:34]3[CH:39]=[CH:38][CH:37]=[C:36]([OH:40])[CH:35]=3)[CH:28]=2)[CH2:22][CH2:21]1)=[O:19])[CH3:16].[CH:50](=O)[C:51]1[CH:56]=[CH:55][CH:54]=[CH:53][CH:52]=1.C(O)(=O)C, predict the reaction product. The product is: [CH2:15]([O:17][C:18]([CH:20]1[CH2:25][CH2:24][N:23]([C:26](=[O:49])[C:27]2[CH:32]=[CH:31][CH:30]=[C:29]([C@@H:33]([N:41]3[CH2:46][C@@H:45]([CH3:47])[N:44]([CH2:50][C:51]4[CH:56]=[CH:55][CH:54]=[CH:53][CH:52]=4)[CH2:43][C@@H:42]3[CH3:48])[C:34]3[CH:39]=[CH:38][CH:37]=[C:36]([OH:40])[CH:35]=3)[CH:28]=2)[CH2:22][CH2:21]1)=[O:19])[CH3:16]. (5) Given the reactants C[O:2][C:3](=[O:32])[C:4]1[CH:9]=[CH:8][C:7]([CH2:10][NH:11][C:12]([C:14]2[CH:19]=[C:18]([C:20](=[O:31])[NH:21][CH2:22][C:23]3[CH:28]=[CH:27][C:26]([F:29])=[C:25]([CH3:30])[CH:24]=3)[N:17]=[CH:16][N:15]=2)=[O:13])=[CH:6][CH:5]=1.[OH-].[K+].Cl, predict the reaction product. The product is: [F:29][C:26]1[CH:27]=[CH:28][C:23]([CH2:22][NH:21][C:20]([C:18]2[N:17]=[CH:16][N:15]=[C:14]([C:12]([NH:11][CH2:10][C:7]3[CH:6]=[CH:5][C:4]([C:3]([OH:32])=[O:2])=[CH:9][CH:8]=3)=[O:13])[CH:19]=2)=[O:31])=[CH:24][C:25]=1[CH3:30]. (6) Given the reactants [Cl:1][C:2]1[N:11]=[C:10](Cl)[C:9]2[C:4](=[CH:5][C:6]([Cl:13])=[CH:7][CH:8]=2)[N:3]=1.[CH2:14]([O:16][C:17]1[CH:18]=[C:19]([CH:28]=[CH:29][C:30]=1[O:31][CH3:32])[CH2:20][N:21]1[CH2:26][CH2:25][CH:24]([NH2:27])[CH2:23][CH2:22]1)[CH3:15], predict the reaction product. The product is: [Cl:1][C:2]1[N:11]=[C:10]([NH:27][CH:24]2[CH2:25][CH2:26][N:21]([CH2:20][C:19]3[CH:28]=[CH:29][C:30]([O:31][CH3:32])=[C:17]([O:16][CH2:14][CH3:15])[CH:18]=3)[CH2:22][CH2:23]2)[C:9]2[C:4](=[CH:5][C:6]([Cl:13])=[CH:7][CH:8]=2)[N:3]=1.